Dataset: Full USPTO retrosynthesis dataset with 1.9M reactions from patents (1976-2016). Task: Predict the reactants needed to synthesize the given product. (1) Given the product [Cl:7][C:8]1[CH:13]=[CH:12][C:11]([N:14]([C:1]#[N:2])[C:15]([NH:16][C:17]2[CH:22]=[CH:21][CH:20]=[C:19]([F:23])[C:18]=2[CH3:24])=[NH:39])=[C:10]([OH:25])[C:9]=1[S:33]([N:36]([CH3:37])[CH3:38])(=[O:35])=[O:34], predict the reactants needed to synthesize it. The reactants are: [C:1](NC(N)=N)#[N:2].[Cl:7][C:8]1[CH:13]=[CH:12][C:11]([N:14]=[C:15]=[N:16][C:17]2[CH:22]=[CH:21][CH:20]=[C:19]([F:23])[C:18]=2[CH3:24])=[C:10]([O:25][Si](C(C)(C)C)(C)C)[C:9]=1[S:33]([N:36]([CH3:38])[CH3:37])(=[O:35])=[O:34].[N:39]#CN.C(N(CC)C(C)C)(C)C.[F-].[Cs+]. (2) Given the product [CH3:18][N:19]([CH:21]=[C:7]1[C:6](=[O:8])[CH2:5][N:4]([C:9]([O:11][C:12]([CH3:15])([CH3:14])[CH3:13])=[O:10])[CH2:3][C:2]1=[O:1])[CH3:20], predict the reactants needed to synthesize it. The reactants are: [O:1]=[C:2]1[CH2:7][C:6](=[O:8])[CH2:5][N:4]([C:9]([O:11][C:12]([CH3:15])([CH3:14])[CH3:13])=[O:10])[CH2:3]1.CO[CH:18](OC)[N:19]([CH3:21])[CH3:20]. (3) The reactants are: [N:1]1[CH:6]=[CH:5][C:4]([C:7](=O)[CH3:8])=[CH:3][CH:2]=1.[CH:10]([NH2:12])=[O:11].[OH-].[Na+]. Given the product [N:1]1[CH:6]=[CH:5][C:4]([CH:7]([NH:12][CH:10]=[O:11])[CH3:8])=[CH:3][CH:2]=1, predict the reactants needed to synthesize it. (4) Given the product [CH3:48][N:46]([CH3:47])[C:44]([CH2:43][C:40]1[CH:39]=[CH:38][C:37]([NH:36][C:31]([C:15]2[N:16]([CH:28]([CH3:29])[CH3:30])[C:17]([CH:26]=[O:27])=[C:18]([C:19]3[CH:24]=[CH:23][C:22]([F:25])=[CH:21][CH:20]=3)[C:14]=2[C:11]2[CH:12]=[CH:13][C:8]([F:7])=[CH:9][CH:10]=2)=[O:32])=[CH:42][CH:41]=1)=[O:45], predict the reactants needed to synthesize it. The reactants are: C(Cl)(=O)C(Cl)=O.[F:7][C:8]1[CH:13]=[CH:12][C:11]([C:14]2[C:18]([C:19]3[CH:24]=[CH:23][C:22]([F:25])=[CH:21][CH:20]=3)=[C:17]([CH:26]=[O:27])[N:16]([CH:28]([CH3:30])[CH3:29])[C:15]=2[C:31](O)=[O:32])=[CH:10][CH:9]=1.N#N.[NH2:36][C:37]1[CH:42]=[CH:41][C:40]([CH2:43][C:44]([N:46]([CH3:48])[CH3:47])=[O:45])=[CH:39][CH:38]=1.C(N(C(C)C)CC)(C)C. (5) The reactants are: [CH:1]1[CH:6]=[C:5]2[C:7]([NH:9][S:10](=[O:12])(=[O:11])[C:4]2=[CH:3][CH:2]=1)=O.S(Cl)([Cl:15])=O.CN(C)C=O. Given the product [Cl:15][C:7]1[C:5]2[CH:6]=[CH:1][CH:2]=[CH:3][C:4]=2[S:10](=[O:12])(=[O:11])[N:9]=1, predict the reactants needed to synthesize it. (6) Given the product [F:35][CH:2]([F:1])[C:3]1[N:7]([C:8]2[N:13]=[C:12]([N:14]3[CH2:15][CH2:16][O:17][CH2:18][CH2:19]3)[N:11]=[C:10]([N:20]3[CH2:21][CH:22]([N:24]([CH3:36])[S:25]([CH3:28])(=[O:27])=[O:26])[CH2:23]3)[N:9]=2)[C:6]2[CH:29]=[CH:30][CH:31]=[C:32]([O:33][CH3:34])[C:5]=2[N:4]=1, predict the reactants needed to synthesize it. The reactants are: [F:1][CH:2]([F:35])[C:3]1[N:7]([C:8]2[N:13]=[C:12]([N:14]3[CH2:19][CH2:18][O:17][CH2:16][CH2:15]3)[N:11]=[C:10]([N:20]3[CH2:23][CH:22]([NH:24][S:25]([CH3:28])(=[O:27])=[O:26])[CH2:21]3)[N:9]=2)[C:6]2[CH:29]=[CH:30][CH:31]=[C:32]([O:33][CH3:34])[C:5]=2[N:4]=1.[C:36]([O-])([O-])=O.[K+].[K+].IC. (7) Given the product [CH2:1]([O:5][C:6]1[CH:7]=[CH:8][C:9]([CH2:12][C@H:13]([NH:22][C:23]([C@H:25]([C@@:43]([OH:51])([CH2:47][C:48]([O:50][CH:56]([O:55][C:52](=[O:54])[CH3:53])[CH3:57])=[O:49])[C:44]([O:46][C:63]([CH3:65])([CH3:73])[CH3:64])=[O:45])/[CH:26]=[CH:27]/[CH2:28][CH2:29][CH2:30][CH2:31][CH2:32][CH2:33][C:34](=[O:42])[CH2:35][CH2:36][CH2:37][CH2:38][CH2:39][CH2:40][CH3:41])=[O:24])[C:14]([O:16][CH2:17][C:18]([O:20][CH3:21])=[O:19])=[O:15])=[CH:10][CH:11]=1)[C:2]#[C:3][CH3:4], predict the reactants needed to synthesize it. The reactants are: [CH2:1]([O:5][C:6]1[CH:11]=[CH:10][C:9]([CH2:12][C@H:13]([NH:22][C:23]([C@H:25]([C@@:43]([OH:51])([CH2:47][C:48]([O-:50])=[O:49])[C:44]([O-:46])=[O:45])/[CH:26]=[CH:27]/[CH2:28][CH2:29][CH2:30][CH2:31][CH2:32][CH2:33][C:34](=[O:42])[CH2:35][CH2:36][CH2:37][CH2:38][CH2:39][CH2:40][CH3:41])=[O:24])[C:14]([O:16][CH2:17][C:18]([O:20][CH3:21])=[O:19])=[O:15])=[CH:8][CH:7]=1)[C:2]#[C:3][CH3:4].[C:52]([O:55][CH2:56][CH2:57]Br)(=[O:54])[CH3:53].C(N(CC)[CH:63]([CH3:65])[CH3:64])(C)C.[I-].[Na+].[Cl-].[NH4+].Cl[CH2:73]Cl.